This data is from Choline transporter screen with 302,306 compounds. The task is: Binary Classification. Given a drug SMILES string, predict its activity (active/inactive) in a high-throughput screening assay against a specified biological target. (1) The result is 0 (inactive). The molecule is Brc1cc(c(OCc2ccccc2)cc1)/C=N\NC(=O)CNC(=O)c1c(F)cccc1. (2) The drug is O=c1n2[nH]cnc2nc(c1CCC(C)C)C. The result is 0 (inactive). (3) The molecule is Fc1cc(Nc2nnc(c3ccc(F)cc3)cc2)ccc1. The result is 0 (inactive).